Dataset: Forward reaction prediction with 1.9M reactions from USPTO patents (1976-2016). Task: Predict the product of the given reaction. (1) Given the reactants [Cl:1][C:2]1[N:7]=[C:6](Cl)[C:5]([N+:9]([O-:11])=[O:10])=[CH:4][N:3]=1.[CH:12]1([C:15]2[NH:19][N:18]=[C:17]([NH2:20])[CH:16]=2)[CH2:14][CH2:13]1.C(N(C(C)C)CC)(C)C, predict the reaction product. The product is: [Cl:1][C:2]1[N:7]=[C:6]([NH:20][C:17]2[CH:16]=[C:15]([CH:12]3[CH2:14][CH2:13]3)[NH:19][N:18]=2)[C:5]([N+:9]([O-:11])=[O:10])=[CH:4][N:3]=1. (2) Given the reactants [CH3:1][O:2][C:3]1[CH:8]=[CH:7][C:6]([SH:9])=[CH:5][CH:4]=1.Cl[CH2:11][C:12]1[CH:13]=[C:14]([O:22][CH3:23])[C:15]([O:20][CH3:21])=[C:16]([O:18][CH3:19])[CH:17]=1.ClCC1C=CC(OC)=CC=1, predict the reaction product. The product is: [CH3:19][O:18][C:16]1[CH:17]=[C:12]([CH2:11][S:9][C:6]2[CH:7]=[CH:8][C:3]([O:2][CH3:1])=[CH:4][CH:5]=2)[CH:13]=[C:14]([O:22][CH3:23])[C:15]=1[O:20][CH3:21]. (3) Given the reactants Cl.[F:2][C:3]([F:18])([F:17])[O:4][C:5]1[CH:10]=[CH:9][C:8]([C:11]2[CH2:12][CH2:13][NH:14][CH2:15][CH:16]=2)=[CH:7][CH:6]=1.Br[CH2:20][CH2:21][O:22][CH:23]1[CH2:28][CH2:27][CH2:26][CH2:25][O:24]1, predict the reaction product. The product is: [O:24]1[CH2:25][CH2:26][CH2:27][CH2:28][CH:23]1[O:22][CH2:21][CH2:20][N:14]1[CH2:13][CH:12]=[C:11]([C:8]2[CH:9]=[CH:10][C:5]([O:4][C:3]([F:2])([F:17])[F:18])=[CH:6][CH:7]=2)[CH2:16][CH2:15]1. (4) Given the reactants [C:1]([OH:4])(=[S:3])[CH3:2].[CH:5]([C:7]1[CH:12]=[CH:11][CH:10]=[CH:9][N:8]=1)=[CH2:6], predict the reaction product. The product is: [C:1]([O:4][CH2:6][CH2:5][C:7]1[CH:12]=[CH:11][CH:10]=[CH:9][N:8]=1)(=[S:3])[CH3:2]. (5) Given the reactants O/[CH:2]=[C:3]1\[C:4](=[O:13])[NH:5][C:6]2[C:11]\1=[C:10]([CH3:12])[CH:9]=[CH:8][CH:7]=2.O/C=C1\C(=O)NC2C\1=CC=CC=2.NC1C=CNN=1.[NH2:32][C:33]1[CH:37]=[C:36]([C:38]2[CH:43]=[CH:42][CH:41]=[CH:40][CH:39]=2)[NH:35][N:34]=1, predict the reaction product. The product is: [CH3:12][C:10]1[CH:9]=[CH:8][CH:7]=[C:6]2[C:11]=1[C:3](=[CH:2][NH:32][C:33]1[CH:37]=[C:36]([C:38]3[CH:43]=[CH:42][CH:41]=[CH:40][CH:39]=3)[NH:35][N:34]=1)[C:4](=[O:13])[NH:5]2. (6) Given the reactants [F:1][C:2]([F:14])([F:13])[O:3][C:4]1[CH:9]=[CH:8][C:7](B(O)O)=[CH:6][CH:5]=1.[F-].[Cs+].Cl[C:18]1[CH:26]=[C:25]2[C:21]([C:22]([NH:35][C:36](=[O:40])[CH2:37][CH2:38][CH3:39])=[N:23][N:24]2[CH2:27][O:28][CH2:29][CH2:30][Si:31]([CH3:34])([CH3:33])[CH3:32])=[CH:20][CH:19]=1, predict the reaction product. The product is: [F:1][C:2]([F:14])([F:13])[O:3][C:4]1[CH:9]=[CH:8][C:7]([C:18]2[CH:26]=[C:25]3[C:21]([C:22]([NH:35][C:36](=[O:40])[CH2:37][CH2:38][CH3:39])=[N:23][N:24]3[CH2:27][O:28][CH2:29][CH2:30][Si:31]([CH3:34])([CH3:32])[CH3:33])=[CH:20][CH:19]=2)=[CH:6][CH:5]=1. (7) Given the reactants C([O:5][N:6]=[C:7]1[C:16]2[C:11](=[CH:12][C:13]([C:17]#[C:18][C:19]3[CH:24]=[CH:23][CH:22]=[C:21]([OH:25])[CH:20]=3)=[CH:14][CH:15]=2)[O:10][C:9]([C:26]2[N:27]=[CH:28][C:29]3[C:34]([CH:35]=2)=[CH:33][CH:32]=[CH:31][CH:30]=3)=[CH:8]1)(C)(C)C.[CH3:36][N:37]1[CH2:42][CH2:41][N:40]([CH2:43][CH2:44]O)[CH2:39][CH2:38]1, predict the reaction product. The product is: [CH:28]1[C:29]2[C:34](=[CH:33][CH:32]=[CH:31][CH:30]=2)[CH:35]=[C:26]([C:9]2[O:10][C:11]3[C:16]([C:7](=[N:6][OH:5])[CH:8]=2)=[CH:15][CH:14]=[C:13]([C:17]#[C:18][C:19]2[CH:24]=[CH:23][CH:22]=[C:21]([O:25][CH2:44][CH2:43][N:40]4[CH2:41][CH2:42][N:37]([CH3:36])[CH2:38][CH2:39]4)[CH:20]=2)[CH:12]=3)[N:27]=1.